This data is from Forward reaction prediction with 1.9M reactions from USPTO patents (1976-2016). The task is: Predict the product of the given reaction. (1) Given the reactants [F:1][C:2]1[CH:7]=[CH:6][CH:5]=[CH:4][C:3]=1[CH:8]1[CH2:13][CH2:12][N:11]([S:14]([C:17]2[N:22]=[C:21]([N:23]3[CH2:28][CH2:27][NH:26][CH2:25][CH2:24]3)[CH:20]=[CH:19][CH:18]=2)(=[O:16])=[O:15])[CH2:10][CH2:9]1.[ClH:29], predict the reaction product. The product is: [ClH:29].[F:1][C:2]1[CH:7]=[CH:6][CH:5]=[CH:4][C:3]=1[CH:8]1[CH2:9][CH2:10][N:11]([S:14]([C:17]2[N:22]=[C:21]([N:23]3[CH2:28][CH2:27][NH:26][CH2:25][CH2:24]3)[CH:20]=[CH:19][CH:18]=2)(=[O:15])=[O:16])[CH2:12][CH2:13]1. (2) The product is: [C:27]([O:26][C:24]([N:8]([C:6]([O:5][C:1]([CH3:3])([CH3:2])[CH3:4])=[O:7])[C:9]1[O:17][C:16]2[C:11](=[N:12][CH:13]=[C:14]([CH2:18][N:35]3[CH2:36][C:33]([F:37])([F:32])[CH2:34]3)[CH:15]=2)[C:10]=1[C:20]([O:22][CH3:23])=[O:21])=[O:25])([CH3:28])([CH3:30])[CH3:29]. Given the reactants [C:1]([O:5][C:6]([N:8]([C:24]([O:26][C:27]([CH3:30])([CH3:29])[CH3:28])=[O:25])[C:9]1[O:17][C:16]2[C:11](=[N:12][CH:13]=[C:14]([CH:18]=O)[CH:15]=2)[C:10]=1[C:20]([O:22][CH3:23])=[O:21])=[O:7])([CH3:4])([CH3:3])[CH3:2].Cl.[F:32][C:33]1([F:37])[CH2:36][NH:35][CH2:34]1.C(O[BH-](OC(=O)C)OC(=O)C)(=O)C.[Na+], predict the reaction product. (3) Given the reactants [Li+].[OH-].C([O:6][C:7]1[CH:12]=[CH:11][CH:10]=[CH:9][C:8]=1[C:13]1[O:14][C:15]([C:18]2[C:23]([NH2:24])=[N:22][CH:21]=[C:20]([C:25]3[CH:30]=[CH:29][C:28]([S:31]([CH:34]([CH3:36])[CH3:35])(=[O:33])=[O:32])=[CH:27][CH:26]=3)[N:19]=2)=[N:16][N:17]=1)(=O)C.Cl, predict the reaction product. The product is: [NH2:24][C:23]1[C:18]([C:15]2[O:14][C:13]([C:8]3[CH:9]=[CH:10][CH:11]=[CH:12][C:7]=3[OH:6])=[N:17][N:16]=2)=[N:19][C:20]([C:25]2[CH:30]=[CH:29][C:28]([S:31]([CH:34]([CH3:36])[CH3:35])(=[O:33])=[O:32])=[CH:27][CH:26]=2)=[CH:21][N:22]=1.